The task is: Predict the product of the given reaction.. This data is from Forward reaction prediction with 1.9M reactions from USPTO patents (1976-2016). (1) The product is: [C:52]([C:49]1[CH:48]=[CH:47][C:46]([O:45][P:11]2([O:35][C:36]3[CH:37]=[CH:38][C:39]([C:42]([O-:44])=[O:43])=[CH:40][CH:41]=3)[N:10]=[P:9]([O:55][C:56]3[CH:57]=[CH:58][C:59]([C:62]([O-:64])=[O:63])=[CH:60][CH:61]=3)([O:8][C:7]3[CH:6]=[CH:5][C:4]([C:1]([O-:3])=[O:2])=[CH:66][CH:65]=3)[N:14]=[P:13]([O:25][C:26]3[CH:31]=[CH:30][C:29]([C:32]([O-:34])=[O:33])=[CH:28][CH:27]=3)([O:15][C:16]3[CH:21]=[CH:20][C:19]([C:22]([O-:24])=[O:23])=[CH:18][CH:17]=3)[N:12]=2)=[CH:51][CH:50]=1)([O-:54])=[O:53].[Na+:68].[Na+:68].[Na+:68].[Na+:68].[Na+:68].[Na+:68]. Given the reactants [C:1]([C:4]1[CH:66]=[CH:65][C:7]([O:8][P:9]2([O:55][C:56]3[CH:61]=[CH:60][C:59]([C:62]([OH:64])=[O:63])=[CH:58][CH:57]=3)[N:14]=[P:13]([O:25][C:26]3[CH:31]=[CH:30][C:29]([C:32]([OH:34])=[O:33])=[CH:28][CH:27]=3)([O:15][C:16]3[CH:21]=[CH:20][C:19]([C:22]([OH:24])=[O:23])=[CH:18][CH:17]=3)[N:12]=[P:11]([O:45][C:46]3[CH:51]=[CH:50][C:49]([C:52]([OH:54])=[O:53])=[CH:48][CH:47]=3)([O:35][C:36]3[CH:41]=[CH:40][C:39]([C:42]([OH:44])=[O:43])=[CH:38][CH:37]=3)[N:10]=2)=[CH:6][CH:5]=1)([OH:3])=[O:2].[OH-].[Na+:68], predict the reaction product. (2) Given the reactants Cl.C(OC(N1CCCC(C2C=NC(NC3N=CC4C(C)=C(Br)C(=O)N(C5CCCC5)C=4N=3)=CC=2)CC1)=O)(C)(C)C.Cl.[Br:42][C:43]1[C:66](=[O:67])[N:65]([CH:68]2[CH2:72][CH2:71][CH2:70][CH2:69]2)[C:46]2[N:47]=[C:48]([NH:51][C:52]3[CH:57]=[CH:56][C:55]([N:58]4[CH2:64][CH2:63][CH2:62][NH:61][CH2:60][CH2:59]4)=[CH:54][N:53]=3)[N:49]=[CH:50][C:45]=2[C:44]=1[CH3:73], predict the reaction product. The product is: [Br:42][C:43]1[C:66](=[O:67])[N:65]([CH:68]2[CH2:69][CH2:70][CH2:71][CH2:72]2)[C:46]2[N:47]=[C:48]([NH:51][C:52]3[CH:57]=[CH:56][C:55]([N:58]4[CH2:64][CH2:63][CH2:62][NH:61][CH2:60][CH2:59]4)=[CH:54][N:53]=3)[N:49]=[CH:50][C:45]=2[C:44]=1[CH3:73]. (3) Given the reactants [CH2:1]([NH:6][C:7]1[CH:16]=[CH:15][C:14]2[C:13]([CH3:18])([CH3:17])[CH2:12][CH2:11][C:10]([CH3:20])([CH3:19])[C:9]=2[CH:8]=1)[CH2:2][CH2:3][CH2:4][CH3:5].[C:21](Cl)([Cl:23])=[O:22], predict the reaction product. The product is: [CH2:1]([N:6]([C:7]1[CH:16]=[CH:15][C:14]2[C:13]([CH3:18])([CH3:17])[CH2:12][CH2:11][C:10]([CH3:19])([CH3:20])[C:9]=2[CH:8]=1)[C:21]([Cl:23])=[O:22])[CH2:2][CH2:3][CH2:4][CH3:5]. (4) Given the reactants [NH:1]1[C:9]2[C:4](=[CH:5][CH:6]=[C:7]([CH:10]=O)[CH:8]=2)[CH:3]=[CH:2]1.[CH3:12][CH:13]([CH3:29])[C:14]([NH:16][C:17]1[CH:22]=[CH:21][CH:20]=[C:19]([CH:23]2[CH2:28][CH2:27][NH:26][CH2:25][CH2:24]2)[CH:18]=1)=[O:15], predict the reaction product. The product is: [NH:1]1[C:9]2[C:4](=[CH:5][CH:6]=[C:7]([CH2:10][N:26]3[CH2:27][CH2:28][CH:23]([C:19]4[CH:18]=[C:17]([NH:16][C:14](=[O:15])[CH:13]([CH3:12])[CH3:29])[CH:22]=[CH:21][CH:20]=4)[CH2:24][CH2:25]3)[CH:8]=2)[CH:3]=[CH:2]1.